Dataset: Reaction yield outcomes from USPTO patents with 853,638 reactions. Task: Predict the reaction yield, written as a fraction of the theoretical maximum amount of product (1.0 means a 100% yield; for example, 0.34 means a 34% yield). (1) The reactants are [C:1]1(=[O:7])[O:6][C:4](=[O:5])[CH2:3][CH2:2]1.ClC(Cl)C(Cl)Cl.[Al+3].[Cl-].[Cl-].[Cl-].[CH3:18][C:19]1[CH:24]=[CH:23][CH:22]=[CH:21][C:20]=1[O:25][CH3:26].Cl. The catalyst is O.ClCCl. The product is [CH3:26][O:25][C:20]1[CH:21]=[CH:22][C:23]([CH:3]([CH2:2][CH:1]=[O:7])[C:4]([OH:6])=[O:5])=[CH:24][C:19]=1[CH3:18]. The yield is 0.760. (2) The catalyst is C1COCC1. The yield is 0.710. The product is [F:18][C:15]1[CH:16]=[CH:17][C:12]([C:7]2[C:6]([CH2:4][OH:3])=[C:10]([CH3:11])[O:9][N:8]=2)=[N:13][CH:14]=1. The reactants are C([O:3][C:4]([C:6]1[C:7]([C:12]2[CH:17]=[CH:16][C:15]([F:18])=[CH:14][N:13]=2)=[N:8][O:9][C:10]=1[CH3:11])=O)C.O.[OH-].[Na+]. (3) The reactants are [OH:1][NH:2][C:3]([C:5]1[CH:10]=[CH:9][C:8]([C:11]([F:14])([F:13])[F:12])=[CH:7][N:6]=1)=[NH:4].[OH:15][C:16]1[CH:24]=[CH:23][C:22]([OH:25])=[CH:21][C:17]=1[C:18](O)=O. No catalyst specified. The product is [F:14][C:11]([F:12])([F:13])[C:8]1[CH:9]=[CH:10][C:5]([C:3]2[N:4]=[C:18]([C:17]3[CH:21]=[C:22]([OH:25])[CH:23]=[CH:24][C:16]=3[OH:15])[O:1][N:2]=2)=[N:6][CH:7]=1. The yield is 0.180. (4) The reactants are [Cl-].[NH+]1C=CC=CC=1.[CH2:8]([N:12]1[C:17]([CH3:18])=[C:16]([CH3:19])[CH:15]=[C:14]([O:20]C)[C:13]1=[O:22])[CH2:9][CH2:10][CH3:11]. The catalyst is C(OCC)C. The product is [CH2:8]([N:12]1[C:17]([CH3:18])=[C:16]([CH3:19])[CH:15]=[C:14]([OH:20])[C:13]1=[O:22])[CH2:9][CH2:10][CH3:11]. The yield is 0.810. (5) The reactants are CC(C)([O-])C.[K+].[C:7]([CH2:9]P(=O)(OCC)OCC)#[N:8].O=[C:19]1[CH2:22][CH:21]([C:23]([O:25][CH3:26])=[O:24])[CH2:20]1. The catalyst is O1CCCC1. The product is [C:7]([CH:9]=[C:19]1[CH2:22][CH:21]([C:23]([O:25][CH3:26])=[O:24])[CH2:20]1)#[N:8]. The yield is 0.811. (6) The reactants are [NH2:1][C:2]1[N:7]=[CH:6][C:5]([C:8]2[N:13]=[C:12]([N:14]3[CH2:19][CH2:18][O:17][CH2:16][CH2:15]3)[N:11]=[C:10](NC3C=NC4C(C=3)=CC=CC=4)[CH:9]=2)=[CH:4][N:3]=1.CC(C)([O-])C.[K+].[N:37]1[CH:42]=[CH:41][CH:40]=[C:39]([OH:43])[CH:38]=1. The catalyst is CS(C)=O. The product is [O:17]1[CH2:18][CH2:19][N:14]([C:12]2[N:13]=[C:8]([C:5]3[CH:4]=[N:3][C:2]([NH2:1])=[N:7][CH:6]=3)[CH:9]=[C:10]([O:43][C:39]3[CH:38]=[N:37][CH:42]=[CH:41][CH:40]=3)[N:11]=2)[CH2:15][CH2:16]1. The yield is 0.320.